From a dataset of Catalyst prediction with 721,799 reactions and 888 catalyst types from USPTO. Predict which catalyst facilitates the given reaction. (1) Reactant: C([Si](C)(C)[O:6][CH2:7][CH2:8][N:9]([CH3:36])[C:10]1[CH:17]=[CH:16][C:13]([C:14]#[N:15])=[C:12]([O:18][C:19]2[CH:24]=[CH:23][C:22]([B:25]3[O:29][C:28](C)(C)C(C)(C)[O:26]3)=[C:21](C=O)[CH:20]=2)[N:11]=1)(C)(C)C.[BH4-].[Na+].Cl. Product: [OH:26][B:25]1[C:22]2[CH:23]=[CH:24][C:19]([O:18][C:12]3[N:11]=[C:10]([N:9]([CH2:8][CH2:7][OH:6])[CH3:36])[CH:17]=[CH:16][C:13]=3[C:14]#[N:15])=[CH:20][C:21]=2[CH2:28][O:29]1. The catalyst class is: 5. (2) Product: [CH2:1]([C:3]1[C:4]([O:25][CH3:26])=[C:5]([C:11]([CH2:14][S:15]([C:18]2[CH:19]=[CH:20][C:21]([F:24])=[CH:22][CH:23]=2)(=[O:17])=[O:16])=[CH:12][CH:13]=1)[C:6]([OH:8])=[O:7])[CH3:2]. Reactant: [CH2:1]([C:3]1[C:4]([O:25][CH3:26])=[C:5]([C:11]([CH2:14][S:15]([C:18]2[CH:23]=[CH:22][C:21]([F:24])=[CH:20][CH:19]=2)(=[O:17])=[O:16])=[CH:12][CH:13]=1)[C:6]([O:8]CC)=[O:7])[CH3:2]. The catalyst class is: 20.